This data is from Forward reaction prediction with 1.9M reactions from USPTO patents (1976-2016). The task is: Predict the product of the given reaction. Given the reactants [F:1][C:2]1[CH:3]=[C:4]2[C:8](=[CH:9][CH:10]=1)[C:7](=[CH:11][C:12]1[CH:17]=[CH:16][C:15]([S:18]([CH3:20])=[O:19])=[CH:14][CH:13]=1)[C:6]([CH3:21])=[C:5]2[CH2:22]C(NCC(O)=O)=O.[CH2:30]([OH:32])C.[OH-:33].[Na+], predict the reaction product. The product is: [F:1][C:2]1[CH:3]=[C:4]2[C:8](=[CH:9][CH:10]=1)[C:7](=[CH:11][C:12]1[CH:13]=[CH:14][C:15]([S:18]([CH3:20])=[O:19])=[CH:16][CH:17]=1)[C:6]([CH3:21])=[C:5]2[CH2:22][C:30]([OH:32])=[O:33].